Dataset: Forward reaction prediction with 1.9M reactions from USPTO patents (1976-2016). Task: Predict the product of the given reaction. Given the reactants [F:1][C:2]1[CH:3]=[C:4]2[C:8](=[CH:9][CH:10]=1)[NH:7][C:6]([C:11]([OH:13])=O)=[CH:5]2.CCN=C=NCCCN(C)C.[N:25]1[CH:30]=[CH:29][CH:28]=[CH:27][C:26]=1[N:31]1[CH2:36][CH2:35][NH:34][CH2:33][CH2:32]1, predict the reaction product. The product is: [F:1][C:2]1[CH:3]=[C:4]2[C:8](=[CH:9][CH:10]=1)[NH:7][C:6]([C:11]([N:34]1[CH2:35][CH2:36][N:31]([C:26]3[CH:27]=[CH:28][CH:29]=[CH:30][N:25]=3)[CH2:32][CH2:33]1)=[O:13])=[CH:5]2.